Task: Predict which catalyst facilitates the given reaction.. Dataset: Catalyst prediction with 721,799 reactions and 888 catalyst types from USPTO (1) Reactant: [CH2:1]([O:3][C:4](=[O:29])/[CH:5]=[CH:6]/[C:7]1[CH:11]=[C:10]([C:12]2[CH:17]=[CH:16][C:15]([CH3:18])=[CH:14][CH:13]=2)[N:9]([C:19]2[CH:24]=[CH:23][C:22]([S:25](=[O:28])(=[O:27])[NH2:26])=[CH:21][CH:20]=2)[N:8]=1)[CH3:2]. The catalyst class is: 99. Product: [CH2:1]([O:3][C:4](=[O:29])[CH2:5][CH2:6][C:7]1[CH:11]=[C:10]([C:12]2[CH:13]=[CH:14][C:15]([CH3:18])=[CH:16][CH:17]=2)[N:9]([C:19]2[CH:20]=[CH:21][C:22]([S:25](=[O:27])(=[O:28])[NH2:26])=[CH:23][CH:24]=2)[N:8]=1)[CH3:2]. (2) Reactant: [C:1]1([C:7]23[CH2:14][NH:13][CH2:12][CH:11]2[CH2:10][O:9][NH:8]3)[CH:6]=[CH:5][CH:4]=[CH:3][CH:2]=1.[C:15]([O:19][C:20](O[C:20]([O:19][C:15]([CH3:18])([CH3:17])[CH3:16])=[O:21])=[O:21])([CH3:18])([CH3:17])[CH3:16].C(N(CC)CC)C. Product: [C:15]([O:19][C:20]([N:13]1[CH2:12][CH:11]2[C:7]([C:1]3[CH:2]=[CH:3][CH:4]=[CH:5][CH:6]=3)([NH:8][O:9][CH2:10]2)[CH2:14]1)=[O:21])([CH3:18])([CH3:17])[CH3:16]. The catalyst class is: 4. (3) Reactant: [Cl:1][C:2]1[C:3]([C:23]2[C:28]([CH3:29])=[CH:27][C:26]([CH3:30])=[CH:25][N:24]=2)=[C:4]([F:22])[C:5]([N:8]2[CH2:13][CH2:12][CH:11]([NH:14]C(=O)OC(C)(C)C)[CH2:10][CH2:9]2)=[N:6][CH:7]=1.O1CCOCC1.CO. Product: [Cl:1][C:2]1[C:3]([C:23]2[C:28]([CH3:29])=[CH:27][C:26]([CH3:30])=[CH:25][N:24]=2)=[C:4]([F:22])[C:5]([N:8]2[CH2:9][CH2:10][CH:11]([NH2:14])[CH2:12][CH2:13]2)=[N:6][CH:7]=1. The catalyst class is: 33. (4) Reactant: [Cl-].O[NH3+:3].[C:4](=[O:7])([O-])[OH:5].[Na+].CS(C)=O.[CH2:13]([C:17]1[N:18]=[C:19]([CH3:47])[N:20]([CH2:39][C:40]2[CH:45]=[CH:44][CH:43]=[C:42]([F:46])[CH:41]=2)[C:21](=[O:38])[C:22]=1[CH2:23][C:24]1[CH:29]=[CH:28][C:27]([C:30]2[C:31]([C:36]#[N:37])=[CH:32][CH:33]=[CH:34][CH:35]=2)=[CH:26][CH:25]=1)[CH2:14][CH2:15][CH3:16]. Product: [CH2:13]([C:17]1[N:18]=[C:19]([CH3:47])[N:20]([CH2:39][C:40]2[CH:45]=[CH:44][CH:43]=[C:42]([F:46])[CH:41]=2)[C:21](=[O:38])[C:22]=1[CH2:23][C:24]1[CH:25]=[CH:26][C:27]([C:30]2[CH:35]=[CH:34][CH:33]=[CH:32][C:31]=2[C:36]2[NH:3][C:4](=[O:7])[O:5][N:37]=2)=[CH:28][CH:29]=1)[CH2:14][CH2:15][CH3:16]. The catalyst class is: 13. (5) Reactant: [CH2:1]([O:5][C:6]1[C:11]([O:12][CH3:13])=[CH:10][CH:9]=[CH:8][C:7]=1/[CH:14]=[CH:15]/[C:16]1[N:17]=[C:18]2[S:25][CH:24]=[CH:23][N:19]2[C:20](=[O:22])[CH:21]=1)[CH:2]([CH3:4])[CH3:3].[I:26]N1C(=O)CCC1=O. Product: [I:26][C:21]1[C:20](=[O:22])[N:19]2[CH:23]=[CH:24][S:25][C:18]2=[N:17][C:16]=1/[CH:15]=[CH:14]/[C:7]1[CH:8]=[CH:9][CH:10]=[C:11]([O:12][CH3:13])[C:6]=1[O:5][CH2:1][CH:2]([CH3:4])[CH3:3]. The catalyst class is: 10. (6) Reactant: [CH:1]1([CH:6]([C:14]2[CH:19]=[CH:18][C:17]([CH2:20][N:21]3[C:29](=[O:30])[C:28]4[C:23](=[CH:24][CH:25]=[CH:26][CH:27]=4)[NH:22]3)=[CH:16][CH:15]=2)[C:7]([O:9]C(C)(C)C)=[O:8])[CH2:5][CH2:4][CH2:3][CH2:2]1.FC(F)(F)C(O)=O. Product: [CH:1]1([CH:6]([C:14]2[CH:19]=[CH:18][C:17]([CH2:20][N:21]3[C:29](=[O:30])[C:28]4[C:23](=[CH:24][CH:25]=[CH:26][CH:27]=4)[NH:22]3)=[CH:16][CH:15]=2)[C:7]([OH:9])=[O:8])[CH2:2][CH2:3][CH2:4][CH2:5]1. The catalyst class is: 4. (7) Reactant: [CH3:1][N:2]1[C:6]([NH:7][C:8](=O)[CH2:9][C:10]2[C:15]([F:16])=[CH:14][C:13]([F:17])=[CH:12][C:11]=2[F:18])=[C:5]([C:20]([O:22]CC)=[O:21])[N:4]=[CH:3]1.P(Cl)(Cl)(Cl)=O. Product: [CH3:1][N:2]1[C:6]2[N:7]=[C:8]([CH2:9][C:10]3[C:11]([F:18])=[CH:12][C:13]([F:17])=[CH:14][C:15]=3[F:16])[O:22][C:20](=[O:21])[C:5]=2[N:4]=[CH:3]1. The catalyst class is: 133. (8) The catalyst class is: 11. Reactant: Cl[C:2]1[N:10]=[C:9]2[C:5]([N:6]([CH2:13][O:14][CH2:15][CH2:16][Si:17]([CH3:20])([CH3:19])[CH3:18])[C:7](=[O:12])[N:8]2[CH3:11])=[CH:4][N:3]=1.[C:21]1(/[CH:27]=[CH:28]/B(O)O)[CH:26]=[CH:25][CH:24]=[CH:23][CH:22]=1.C(=O)([O-])[O-].[K+].[K+]. Product: [CH3:11][N:8]1[C:7](=[O:12])[N:6]([CH2:13][O:14][CH2:15][CH2:16][Si:17]([CH3:20])([CH3:19])[CH3:18])[C:5]2[C:9]1=[N:10][C:2](/[CH:28]=[CH:27]/[C:21]1[CH:26]=[CH:25][CH:24]=[CH:23][CH:22]=1)=[N:3][CH:4]=2.